Task: Predict the product of the given reaction.. Dataset: Forward reaction prediction with 1.9M reactions from USPTO patents (1976-2016) (1) Given the reactants [Cl:1][C:2]1[CH:7]=[CH:6][C:5](B(O)O)=[CH:4][C:3]=1[C:11]([NH:13][CH2:14][C:15]12[CH2:24][CH:19]3[CH2:20][CH:21]([CH2:23][CH:17]([CH2:18]3)[CH2:16]1)[CH2:22]2)=[O:12].[OH:25][C:26]1[C:27](Br)=[N:28][CH:29]=[CH:30][CH:31]=1.C(=O)([O-])[O-].[Na+].[Na+].C1(C)C=CC=CC=1, predict the reaction product. The product is: [Cl:1][C:2]1[CH:7]=[CH:6][C:5]([C:27]2[C:26]([OH:25])=[CH:31][CH:30]=[CH:29][N:28]=2)=[CH:4][C:3]=1[C:11]([NH:13][CH2:14][C:15]12[CH2:24][CH:19]3[CH2:20][CH:21]([CH2:23][CH:17]([CH2:18]3)[CH2:16]1)[CH2:22]2)=[O:12]. (2) Given the reactants [CH3:1][O:2][C:3](=[O:25])[CH:4]([O:23][CH3:24])[CH:5]([C:7]1[CH:12]=[CH:11][C:10]([O:13][Si:14]([C:17]([CH3:20])([CH3:19])[CH3:18])([CH3:16])[CH3:15])=[CH:9][C:8]=1[O:21][CH3:22])O.S(Cl)(C)(=O)=O, predict the reaction product. The product is: [CH3:1][O:2][C:3](=[O:25])[CH:4]([O:23][CH3:24])[CH2:5][C:7]1[CH:12]=[CH:11][C:10]([O:13][Si:14]([C:17]([CH3:19])([CH3:20])[CH3:18])([CH3:15])[CH3:16])=[CH:9][C:8]=1[O:21][CH3:22]. (3) Given the reactants [CH:1]1([NH:4][C:5]([C:7]2[CH:8]=[C:9]([F:30])[C:10]([CH3:29])=[C:11]([C:13]3[CH:14]=[C:15]4[C:19](=[CH:20][CH:21]=3)[N:18](C(OC(C)(C)C)=O)[N:17]=[CH:16]4)[CH:12]=2)=[O:6])[CH2:3][CH2:2]1.Cl, predict the reaction product. The product is: [CH:1]1([NH:4][C:5](=[O:6])[C:7]2[CH:12]=[C:11]([C:13]3[CH:14]=[C:15]4[C:19](=[CH:20][CH:21]=3)[NH:18][N:17]=[CH:16]4)[C:10]([CH3:29])=[C:9]([F:30])[CH:8]=2)[CH2:2][CH2:3]1. (4) The product is: [CH2:34]=[C:33]1[CH:35]=[CH:28][C:27]2[CH:30]=[C:23]([C:20](=[O:22])[CH3:21])[CH:24]=[CH:25][C:26]=2[O:31][CH2:32]1. Given the reactants C1(P(C2C=CC=CC=2)C2C=CC=CC=2)C=CC=CC=1.[C:20]([C:23]1[CH:24]=[CH:25][C:26]([O:31][CH2:32][C:33]([CH2:35]I)=[CH2:34])=[C:27]([CH:30]=1)[CH:28]=O)(=[O:22])[CH3:21].C[O-].[Na+].O, predict the reaction product. (5) Given the reactants [O:1]1[CH2:6][CH2:5][N:4]([CH2:7][CH2:8][O:9][C:10]2[CH:15]=[CH:14][C:13]([C:16]3[CH:17]=[CH:18][C:19]([CH2:22][C:23]#N)=[N:20][CH:21]=3)=[CH:12][CH:11]=2)[CH2:3][CH2:2]1.OS(O)(=O)=O.[O-:30]S([O-])(=O)=O.[Mg+2].[C:36]([O-])([O-])=[O:37].[K+].[K+], predict the reaction product. The product is: [O:1]1[CH2:6][CH2:5][N:4]([CH2:7][CH2:8][O:9][C:10]2[CH:15]=[CH:14][C:13]([C:16]3[CH:17]=[CH:18][C:19]([CH2:22][C:23]([O:37][CH3:36])=[O:30])=[N:20][CH:21]=3)=[CH:12][CH:11]=2)[CH2:3][CH2:2]1.